Dataset: Full USPTO retrosynthesis dataset with 1.9M reactions from patents (1976-2016). Task: Predict the reactants needed to synthesize the given product. The reactants are: [CH3:1][CH:2]([C:4]1[N:8]=[C:7]([N:9]2[CH2:14][CH2:13][CH:12]([CH:15]([O:17][C:18]3[CH:23]=[N:22][C:21]([C:24]4[CH:29]=[CH:28][C:27]([S:30]([CH3:33])(=[O:32])=[O:31])=[CH:26][CH:25]=4)=[CH:20][N:19]=3)[CH3:16])[CH2:11][CH2:10]2)[O:6][N:5]=1)[CH3:3].C(=O)=O. Given the product [CH3:3][CH:2]([C:4]1[N:8]=[C:7]([N:9]2[CH2:10][CH2:11][CH:12]([C@H:15]([O:17][C:18]3[CH:23]=[N:22][C:21]([C:24]4[CH:25]=[CH:26][C:27]([S:30]([CH3:33])(=[O:32])=[O:31])=[CH:28][CH:29]=4)=[CH:20][N:19]=3)[CH3:16])[CH2:13][CH2:14]2)[O:6][N:5]=1)[CH3:1], predict the reactants needed to synthesize it.